From a dataset of Catalyst prediction with 721,799 reactions and 888 catalyst types from USPTO. Predict which catalyst facilitates the given reaction. (1) Reactant: [CH:1]1([Si:6]([CH:9]2[CH:13]=[CH:12][CH:11]=[CH:10]2)([CH3:8])[CH3:7])[CH:5]=[CH:4][CH:3]=[CH:2]1.Br[CH2:15][CH2:16][O:17][Si:18]([CH3:21])([CH3:20])[CH3:19]. Product: [CH3:19][Si:18]([CH3:21])([CH3:20])[O:17][CH2:16][CH2:15][C:9]1([Si:6]([CH3:7])([CH3:8])[CH:1]2[CH:2]=[CH:3][CH:4]=[CH:5]2)[CH:10]=[CH:11][CH:12]=[CH:13]1. The catalyst class is: 1. (2) Product: [CH3:17][O:16][C:8]1[CH:9]=[C:10]([CH3:15])[CH:11]=[C:12]([O:13][CH3:14])[C:7]=1[C:5]1[N:6]=[C:2]([N:1]=[C:18]([C:19]2[CH:24]=[CH:23][CH:22]=[CH:21][CH:20]=2)[C:25]2[CH:30]=[CH:29][CH:28]=[CH:27][CH:26]=2)[NH:3][N:4]=1. Reactant: [NH2:1][C:2]1[N:6]=[C:5]([C:7]2[C:12]([O:13][CH3:14])=[CH:11][C:10]([CH3:15])=[CH:9][C:8]=2[O:16][CH3:17])[NH:4][N:3]=1.[C:18](=N)([C:25]1[CH:30]=[CH:29][CH:28]=[CH:27][CH:26]=1)[C:19]1[CH:24]=[CH:23][CH:22]=[CH:21][CH:20]=1.C(OC(C)C)(C)C. The catalyst class is: 113. (3) Reactant: ClCCl.Cl[CH2:5][CH2:6][S:7](Cl)(=[O:9])=[O:8].[NH:11]1[CH2:15][CH2:14][CH2:13][CH2:12]1.Cl. Product: [CH:6]([S:7]([N:11]1[CH2:15][CH2:14][CH2:13][CH2:12]1)(=[O:9])=[O:8])=[CH2:5]. The catalyst class is: 542. (4) Reactant: C(OC([N:8]([CH2:38][C:39]([O:41]C(C)(C)C)=[O:40])[C:9]1[CH:14]=[CH:13][CH:12]=[C:11]([CH:15]([CH2:26][C:27]2[CH:32]=[CH:31][C:30]([C:33]3([CH2:36][CH3:37])[CH2:35][CH2:34]3)=[CH:29][CH:28]=2)[NH:16][S:17]([C:20]2[CH:25]=[CH:24][CH:23]=[CH:22][N:21]=2)(=[O:19])=[O:18])[N:10]=1)=O)(C)(C)C.Cl.O1CCOCC1.[OH-].[Na+].Cl. Product: [CH2:36]([C:33]1([C:30]2[CH:29]=[CH:28][C:27]([CH2:26][CH:15]([NH:16][S:17]([C:20]3[CH:25]=[CH:24][CH:23]=[CH:22][N:21]=3)(=[O:19])=[O:18])[C:11]3[N:10]=[C:9]([NH:8][CH2:38][C:39]([OH:41])=[O:40])[CH:14]=[CH:13][CH:12]=3)=[CH:32][CH:31]=2)[CH2:35][CH2:34]1)[CH3:37]. The catalyst class is: 2. (5) Reactant: [NH2:1][C:2]1[CH:7]=[CH:6][C:5]([N:8]2[C:14](=[O:15])[CH2:13][C:12](=[O:16])[NH:11][C:10]3[C:17]4[CH2:18][CH2:19][CH2:20][CH2:21][C:22]=4[CH:23]=[CH:24][C:9]2=3)=[CH:4][CH:3]=1.[Br:25][C:26]1[CH:27]=[C:28]([S:32](Cl)(=[O:34])=[O:33])[CH:29]=[CH:30][CH:31]=1. Product: [Br:25][C:26]1[CH:27]=[C:28]([S:32]([NH:1][C:2]2[CH:3]=[CH:4][C:5]([N:8]3[C:14](=[O:15])[CH2:13][C:12](=[O:16])[NH:11][C:10]4[C:17]5[CH2:18][CH2:19][CH2:20][CH2:21][C:22]=5[CH:23]=[CH:24][C:9]3=4)=[CH:6][CH:7]=2)(=[O:34])=[O:33])[CH:29]=[CH:30][CH:31]=1. The catalyst class is: 17. (6) Reactant: [CH3:1][C:2]1[N:6]=[C:5]([CH3:7])[S:4][C:3]=1/[CH:8]=[CH:9]/[C:10](N(C)C)=O.[N:15]1([CH2:21][C:22]2[CH:27]=[CH:26][C:25]([NH:28][C:29]([NH2:31])=[NH:30])=[CH:24][CH:23]=2)[CH2:20][CH2:19][O:18][CH2:17][CH2:16]1.CC#N. Product: [CH3:7][C:5]1[S:4][C:3]([C:8]2[CH:9]=[CH:10][N:31]=[C:29]([NH:28][C:25]3[CH:24]=[CH:23][C:22]([CH2:21][N:15]4[CH2:20][CH2:19][O:18][CH2:17][CH2:16]4)=[CH:27][CH:26]=3)[N:30]=2)=[C:2]([CH3:1])[N:6]=1. The catalyst class is: 48. (7) Reactant: ClC1C=C(C=CC=1)C(OO)=O.[F:12][C:13]1[CH:18]=[CH:17][C:16]([C:19]2[CH:28]=[CH:27][C:26]3[C:21](=[CH:22][CH:23]=[C:24]([S:29][C:30]4[CH:39]=[CH:38][CH:37]=[CH:36][C:31]=4[C:32]([O:34][CH3:35])=[O:33])[CH:25]=3)[N:20]=2)=[CH:15][CH:14]=1.[OH-:40].[Ca+2].[OH-:42]. Product: [F:12][C:13]1[CH:14]=[CH:15][C:16]([C:19]2[CH:28]=[CH:27][C:26]3[C:21](=[CH:22][CH:23]=[C:24]([S:29]([C:30]4[CH:39]=[CH:38][CH:37]=[CH:36][C:31]=4[C:32]([O:34][CH3:35])=[O:33])(=[O:42])=[O:40])[CH:25]=3)[N:20]=2)=[CH:17][CH:18]=1. The catalyst class is: 4. (8) Reactant: [Cl:1][C:2]1[CH:14]=[CH:13][C:5]([O:6][CH:7]2[CH2:12][CH2:11][NH:10][CH2:9][CH2:8]2)=[CH:4][CH:3]=1.C(N(CC)C(C)C)(C)C.[O:24]1[C:28]2[CH:29]=[CH:30][CH:31]=[CH:32][C:27]=2[C:26]([C:33](Cl)=[O:34])=[N:25]1. Product: [O:24]1[C:28]2[CH:29]=[CH:30][CH:31]=[CH:32][C:27]=2[C:26]([C:33]([N:10]2[CH2:9][CH2:8][CH:7]([O:6][C:5]3[CH:13]=[CH:14][C:2]([Cl:1])=[CH:3][CH:4]=3)[CH2:12][CH2:11]2)=[O:34])=[N:25]1. The catalyst class is: 96. (9) Reactant: Cl.[F:2][C:3]1[CH:8]=[CH:7][C:6]([C@@H:9]2[O:14][CH2:13][CH2:12][NH:11][CH2:10]2)=[CH:5][CH:4]=1.C(N(CC)CC)C.Cl[C:23]1[N:28]([CH3:29])[C:27](=[O:30])[CH:26]=[C:25]([C:31]2[CH:36]=[CH:35][N:34]=[C:33]([Cl:37])[C:32]=2[Cl:38])[N:24]=1. Product: [Cl:37][C:33]1[C:32]([Cl:38])=[C:31]([C:25]2[N:24]=[C:23]([N:11]3[CH2:12][CH2:13][O:14][C@@H:9]([C:6]4[CH:5]=[CH:4][C:3]([F:2])=[CH:8][CH:7]=4)[CH2:10]3)[N:28]([CH3:29])[C:27](=[O:30])[CH:26]=2)[CH:36]=[CH:35][N:34]=1. The catalyst class is: 7. (10) Reactant: [CH2:1]([N:8]1[CH2:12][CH2:11][CH2:10][C:9]1=[O:13])[C:2]1[CH:7]=[CH:6][CH:5]=[CH:4][CH:3]=1.[F:14][B-:15]([F:18])([F:17])[F:16].[CH2:19]([O+](CC)CC)[CH3:20]. Product: [F:14][B-:15]([F:18])([F:17])[F:16].[CH2:1]([N+:8]1[CH2:12][CH2:11][CH2:10][C:9]=1[O:13][CH2:19][CH3:20])[C:2]1[CH:7]=[CH:6][CH:5]=[CH:4][CH:3]=1. The catalyst class is: 28.